From a dataset of Catalyst prediction with 721,799 reactions and 888 catalyst types from USPTO. Predict which catalyst facilitates the given reaction. (1) Product: [CH3:8][C:5]1[CH:6]=[CH:7][C:2]2[NH:1][C:10](=[O:11])[O:9][C:3]=2[CH:4]=1. Reactant: [NH2:1][C:2]1[CH:7]=[CH:6][C:5]([CH3:8])=[CH:4][C:3]=1[OH:9].[C:10](N1C=CN=C1)(N1C=CN=C1)=[O:11]. The catalyst class is: 10. (2) Reactant: [CH3:1][O:2][C:3]1[CH:8]=[CH:7][C:6]([CH2:9][C:10]([OH:12])=O)=[CH:5][C:4]=1[CH3:13].C(N(CC)CC)C.CC(C)(C)C(Cl)=O.[CH2:28]([C@@H:35]1[CH2:39][O:38][C:37](=[O:40])[NH:36]1)[C:29]1[CH:34]=[CH:33][CH:32]=[CH:31][CH:30]=1.C([Li])CCC. Product: [CH2:28]([C@@H:35]1[CH2:39][O:38][C:37](=[O:40])[N:36]1[C:10](=[O:12])[CH2:9][C:6]1[CH:7]=[CH:8][C:3]([O:2][CH3:1])=[C:4]([CH3:13])[CH:5]=1)[C:29]1[CH:30]=[CH:31][CH:32]=[CH:33][CH:34]=1. The catalyst class is: 7. (3) Reactant: [OH:1][C:2]([CH3:11])([CH2:8][CH2:9][CH3:10])[C:3]([O:5]CC)=[O:4].[Li+].[OH-]. Product: [OH:1][C:2]([CH3:11])([CH2:8][CH2:9][CH3:10])[C:3]([OH:5])=[O:4]. The catalyst class is: 5.